Dataset: Reaction yield outcomes from USPTO patents with 853,638 reactions. Task: Predict the reaction yield, written as a fraction of the theoretical maximum amount of product (1.0 means a 100% yield; for example, 0.34 means a 34% yield). (1) The reactants are [NH:1]1[CH2:6][CH2:5][CH:4]([O:7][C:8]2[C:9]3[N:17]=[C:16]([C:18]4[CH:19]=[C:20]([NH:24][S:25]([C:28]5[CH:33]=[CH:32][CH:31]=[CH:30][CH:29]=5)(=[O:27])=[O:26])[CH:21]=[N:22][CH:23]=4)[CH:15]=[CH:14][C:10]=3[N:11]=[CH:12][N:13]=2)[CH2:3][CH2:2]1.[C:34](Cl)([CH3:36])=[O:35]. The catalyst is C(Cl)Cl.O. The product is [C:34]([N:1]1[CH2:6][CH2:5][CH:4]([O:7][C:8]2[C:9]3[N:17]=[C:16]([C:18]4[CH:19]=[C:20]([NH:24][S:25]([C:28]5[CH:33]=[CH:32][CH:31]=[CH:30][CH:29]=5)(=[O:26])=[O:27])[CH:21]=[N:22][CH:23]=4)[CH:15]=[CH:14][C:10]=3[N:11]=[CH:12][N:13]=2)[CH2:3][CH2:2]1)(=[O:35])[CH3:36]. The yield is 0.0700. (2) The reactants are [F:1][C:2]1[CH:7]=[CH:6][C:5]([N:8]=[C:9]=[O:10])=[CH:4][CH:3]=1.[NH:11]([C:18]1[N:19]([C:31]2[CH:36]=[CH:35][CH:34]=[CH:33][CH:32]=2)[C:20]2[C:25]([C:26](=[O:28])[CH:27]=1)=[C:24]([CH3:29])[CH:23]=[C:22]([Cl:30])[N:21]=2)[C:12]1[CH:17]=[CH:16][CH:15]=[CH:14][CH:13]=1. The catalyst is C(Cl)Cl. The product is [Cl:30][C:22]1[N:21]=[C:20]2[C:25]([C:26](=[O:28])[CH:27]=[C:18]([N:11]([C:12]3[CH:13]=[CH:14][CH:15]=[CH:16][CH:17]=3)[C:9]([NH:8][C:5]3[CH:6]=[CH:7][C:2]([F:1])=[CH:3][CH:4]=3)=[O:10])[N:19]2[C:31]2[CH:32]=[CH:33][CH:34]=[CH:35][CH:36]=2)=[C:24]([CH3:29])[CH:23]=1. The yield is 0.0160. (3) The reactants are [CH3:1][O:2][CH2:3][C:4]1[N:5]=[C:6]([N:18]([CH2:22][C@@H:23]([NH:35][CH2:36][CH2:37][N:38]2[CH2:43][CH2:42][O:41][CH2:40][CH2:39]2)[CH2:24][C:25]2[CH:30]=[CH:29][C:28]([C:31]([F:34])([F:33])[F:32])=[CH:27][CH:26]=2)C(=O)C)[S:7][C:8]=1[C:9]1[S:10][C:11]2[CH:12]=[N:13][CH:14]=[CH:15][C:16]=2[N:17]=1.C1COCC1.Cl.[OH-].[Na+]. The catalyst is C(Cl)Cl.CO. The product is [CH3:1][O:2][CH2:3][C:4]1[N:5]=[C:6]([NH:18][CH2:22][C@@H:23]([NH:35][CH2:36][CH2:37][N:38]2[CH2:39][CH2:40][O:41][CH2:42][CH2:43]2)[CH2:24][C:25]2[CH:26]=[CH:27][C:28]([C:31]([F:33])([F:32])[F:34])=[CH:29][CH:30]=2)[S:7][C:8]=1[C:9]1[S:10][C:11]2[CH:12]=[N:13][CH:14]=[CH:15][C:16]=2[N:17]=1. The yield is 0.0800. (4) The reactants are C(OC([N:8]1[CH2:12][CH2:11][C@H:10]([O:13][CH3:14])[C@H:9]1[C:15](=[O:17])[NH2:16])=O)(C)(C)C.CO.[ClH:20]. No catalyst specified. The product is [ClH:20].[CH3:14][O:13][C@H:10]1[CH2:11][CH2:12][NH:8][C@@H:9]1[C:15]([NH2:16])=[O:17]. The yield is 0.380. (5) The reactants are O.[NH2:2][NH2:3].[CH2:4]([O:6][C:7](=[O:21])[C:8](=O)[CH2:9][C:10](=O)[CH2:11][O:12][C:13]1[CH:18]=[CH:17][CH:16]=[CH:15][CH:14]=1)[CH3:5]. The catalyst is CCO. The product is [CH2:4]([O:6][C:7]([C:8]1[CH:9]=[C:10]([CH2:11][O:12][C:13]2[CH:18]=[CH:17][CH:16]=[CH:15][CH:14]=2)[NH:3][N:2]=1)=[O:21])[CH3:5]. The yield is 0.547. (6) The reactants are [CH3:1][O:2][C:3]1[N:4]=[N:5][C:6]([O:19][CH3:20])=[CH:7][C:8]=1[C:9]1[N:17]2[C:12]([CH:13]=[N:14][C:15](O)=[N:16]2)=[CH:11][CH:10]=1.C1C=CC(N(S(C(F)(F)F)(=O)=O)S(C(F)(F)F)(=O)=O)=CC=1.C(N(CC)C(C)C)(C)C.CN(C)C=O.[NH2:56][C:57]1[CH:62]=[CH:61][C:60]([CH:63]2[CH2:68][CH2:67][N:66]([CH2:69][C:70]([NH2:72])=[O:71])[CH2:65][CH2:64]2)=[CH:59][CH:58]=1. No catalyst specified. The product is [CH3:1][O:2][C:3]1[N:4]=[N:5][C:6]([O:19][CH3:20])=[CH:7][C:8]=1[C:9]1[N:17]2[C:12]([CH:13]=[N:14][C:15]([NH:56][C:57]3[CH:62]=[CH:61][C:60]([CH:63]4[CH2:64][CH2:65][N:66]([CH2:69][C:70]([NH2:72])=[O:71])[CH2:67][CH2:68]4)=[CH:59][CH:58]=3)=[N:16]2)=[CH:11][CH:10]=1. The yield is 0.100.